Task: Predict the reactants needed to synthesize the given product.. Dataset: Full USPTO retrosynthesis dataset with 1.9M reactions from patents (1976-2016) The reactants are: C(OC(=O)[NH:7][C:8]1[CH:13]=[CH:12][C:11]([O:14][CH3:15])=[CH:10][C:9]=1[NH:16][C:17](=[O:33])[CH2:18][C:19](=O)[C:20]1[CH:25]=[CH:24][CH:23]=[C:22]([C:26]2[CH:31]=[CH:30][N:29]=[CH:28][CH:27]=2)[CH:21]=1)(C)(C)C.C(O)(C(F)(F)F)=O. Given the product [CH3:15][O:14][C:11]1[CH:12]=[CH:13][C:8]2[N:7]=[C:19]([C:20]3[CH:25]=[CH:24][CH:23]=[C:22]([C:26]4[CH:31]=[CH:30][N:29]=[CH:28][CH:27]=4)[CH:21]=3)[CH2:18][C:17](=[O:33])[NH:16][C:9]=2[CH:10]=1, predict the reactants needed to synthesize it.